This data is from Catalyst prediction with 721,799 reactions and 888 catalyst types from USPTO. The task is: Predict which catalyst facilitates the given reaction. Reactant: [CH2:1]([N:5]1[C:9](=[O:10])[C:8]2([CH2:15][CH2:14][NH:13][CH2:12][CH2:11]2)[N:7]([CH2:16][CH2:17][C:18]2[CH:23]=[CH:22][C:21]([O:24][CH3:25])=[CH:20][CH:19]=2)[C:6]1=[O:26])[CH:2]([CH3:4])[CH3:3].C(N(CC)CC)C.[CH3:34][O:35][C:36](=[O:49])[CH2:37][C:38]1[CH:43]=[CH:42][C:41]([CH3:44])=[C:40]([S:45](Cl)(=[O:47])=[O:46])[CH:39]=1. Product: [CH3:34][O:35][C:36](=[O:49])[CH2:37][C:38]1[CH:43]=[CH:42][C:41]([CH3:44])=[C:40]([S:45]([N:13]2[CH2:12][CH2:11][C:8]3([N:7]([CH2:16][CH2:17][C:18]4[CH:23]=[CH:22][C:21]([O:24][CH3:25])=[CH:20][CH:19]=4)[C:6](=[O:26])[N:5]([CH2:1][CH:2]([CH3:3])[CH3:4])[C:9]3=[O:10])[CH2:15][CH2:14]2)(=[O:46])=[O:47])[CH:39]=1. The catalyst class is: 2.